This data is from NCI-60 drug combinations with 297,098 pairs across 59 cell lines. The task is: Regression. Given two drug SMILES strings and cell line genomic features, predict the synergy score measuring deviation from expected non-interaction effect. Drug 1: COC1=C(C=C2C(=C1)N=CN=C2NC3=CC(=C(C=C3)F)Cl)OCCCN4CCOCC4. Drug 2: C(CN)CNCCSP(=O)(O)O. Cell line: BT-549. Synergy scores: CSS=7.87, Synergy_ZIP=-1.93, Synergy_Bliss=-8.03, Synergy_Loewe=-29.8, Synergy_HSA=-7.76.